This data is from Forward reaction prediction with 1.9M reactions from USPTO patents (1976-2016). The task is: Predict the product of the given reaction. (1) Given the reactants [CH3:1][C:2]1([CH3:14])[C:6]([CH3:8])([CH3:7])[O:5][B:4]([C:9]2[CH:10]=[N:11][NH:12][CH:13]=2)[O:3]1.C(=O)([O-])[O-].[Cs+].[Cs+].Br[CH2:22][CH2:23][O:24][CH3:25], predict the reaction product. The product is: [CH3:25][O:24][CH2:23][CH2:22][N:12]1[CH:13]=[C:9]([B:4]2[O:5][C:6]([CH3:7])([CH3:8])[C:2]([CH3:14])([CH3:1])[O:3]2)[CH:10]=[N:11]1. (2) Given the reactants [NH2:1][C:2]1[CH:7]=[CH:6][C:5]([C:8]2[CH:13]=[CH:12][C:11]([C:14]34[CH2:21][CH2:20][C:17]([CH2:22][C:23]([O:25][CH3:26])=[O:24])([CH2:18][CH2:19]3)[O:16][CH2:15]4)=[CH:10][CH:9]=2)=[CH:4][CH:3]=1.C(O)[C:28]1[CH:33]=[CH:32][CH:31]=[CH:30][CH:29]=1, predict the reaction product. The product is: [NH2:1][C:2]1[CH:3]=[CH:4][C:5]([C:8]2[CH:9]=[CH:10][C:11]([C:14]34[CH2:19][CH2:18][C:17]([CH2:22][C:23]([O:25][CH2:26][C:28]5[CH:33]=[CH:32][CH:31]=[CH:30][CH:29]=5)=[O:24])([CH2:20][CH2:21]3)[O:16][CH2:15]4)=[CH:12][CH:13]=2)=[CH:6][CH:7]=1. (3) Given the reactants [Cl:1][C:2]1[CH:3]=[C:4]([CH:26]=[CH:27][C:28]=1[F:29])[CH2:5][C:6]1[S:7][C:8]2[C:14]([C:15]3[CH:16]=[C:17]([CH:23]=[CH:24][CH:25]=3)[C:18]([O:20]CC)=[O:19])=[CH:13][CH:12]=[CH:11][C:9]=2[CH:10]=1.[Cl:30][C:31]1[CH:32]=[C:33]([CH:53]=[CH:54][C:55]=1[F:56])[CH2:34][C:35]1[S:36][C:37]2[C:43]([C:44]3[CH:45]=[C:46]([CH:50]=[CH:51][CH:52]=3)[C:47]([OH:49])=O)=[CH:42][CH:41]=[CH:40][C:38]=2[CH:39]=1.Cl.[NH2:58][CH2:59][C:60]([NH2:62])=[O:61], predict the reaction product. The product is: [Cl:1][C:2]1[CH:3]=[C:4]([CH:26]=[CH:27][C:28]=1[F:29])[CH2:5][C:6]1[S:7][C:8]2[C:14]([C:15]3[CH:16]=[C:17]([CH:23]=[CH:24][CH:25]=3)[C:18]([OH:20])=[O:19])=[CH:13][CH:12]=[CH:11][C:9]=2[CH:10]=1.[NH2:62][C:60](=[O:61])[CH2:59][NH:58][C:47](=[O:49])[C:46]1[CH:50]=[CH:51][CH:52]=[C:44]([C:43]2[C:37]3[S:36][C:35]([CH2:34][C:33]4[CH:53]=[CH:54][C:55]([F:56])=[C:31]([Cl:30])[CH:32]=4)=[CH:39][C:38]=3[CH:40]=[CH:41][CH:42]=2)[CH:45]=1. (4) Given the reactants [C:1]([O:4][CH2:5][CH:6]([NH:12]C(OC(C)(C)C)=O)[CH2:7][O:8][C:9](=[O:11])[CH3:10])(=[O:3])[CH3:2].[F:20][C:21]([F:26])([F:25])[C:22]([OH:24])=[O:23], predict the reaction product. The product is: [F:20][C:21]([F:26])([F:25])[C:22]([O-:24])=[O:23].[C:9]([O:8][CH2:7][CH:6]([NH3+:12])[CH2:5][O:4][C:1](=[O:3])[CH3:2])(=[O:11])[CH3:10].